From a dataset of Full USPTO retrosynthesis dataset with 1.9M reactions from patents (1976-2016). Predict the reactants needed to synthesize the given product. (1) Given the product [NH:22]1[C:26]2=[N:27][CH:28]=[CH:2][C:30]([N:31]3[CH2:32][CH2:33][CH:34]([CH:37]([C:40]4[CH:41]=[CH:42][C:43]([C:46]([F:48])([F:47])[F:49])=[CH:44][CH:45]=4)[CH2:38][NH2:39])[CH2:35][CH2:36]3)=[C:25]2[CH2:24][CH2:23]1, predict the reactants needed to synthesize it. The reactants are: F[C:2](F)(F)C(O)=O.FC(F)(F)C(O)=O.COC1C=CC(C[N:22]2[C:26]3[N:27]=[CH:28]N=[C:30]([N:31]4[CH2:36][CH2:35][CH:34]([CH:37]([C:40]5[CH:45]=[CH:44][C:43]([C:46]([F:49])([F:48])[F:47])=[CH:42][CH:41]=5)[CH2:38][NH2:39])[CH2:33][CH2:32]4)[C:25]=3[CH2:24][CH2:23]2)=CC=1.FC(F)(F)C(O)=O. (2) Given the product [Cl:20][C:13]1[C:14]([F:19])=[CH:15][CH:16]=[C:17]([Cl:18])[C:12]=1[CH:10]([O:9][C:4]1[C:5]([NH2:8])=[N:6][CH:7]=[C:2]([C:25]2[CH:26]=[CH:27][C:22]([P:33]([CH3:34])([CH3:32])=[O:35])=[CH:23][C:24]=2[F:31])[CH:3]=1)[CH3:11], predict the reactants needed to synthesize it. The reactants are: Br[C:2]1[CH:3]=[C:4]([O:9][CH:10]([C:12]2[C:17]([Cl:18])=[CH:16][CH:15]=[C:14]([F:19])[C:13]=2[Cl:20])[CH3:11])[C:5]([NH2:8])=[N:6][CH:7]=1.Br[C:22]1[CH:27]=[CH:26][C:25](B(O)O)=[C:24]([F:31])[CH:23]=1.[CH3:32][PH:33](=[O:35])[CH3:34]. (3) Given the product [NH2:31][C@H:28]1[CH2:29][CH2:30][C@H:25]([NH:24][C:12]2[C:11]3[C:16](=[CH:17][CH:18]=[C:9]([C:6]4[CH:5]=[CH:4][C:3]([C:1]#[N:2])=[N:8][CH:7]=4)[CH:10]=3)[N:15]=[CH:14][C:13]=2[C:19](=[O:23])[CH:20]([CH3:21])[CH3:22])[CH2:26][CH2:27]1, predict the reactants needed to synthesize it. The reactants are: [C:1]([C:3]1[N:8]=[CH:7][C:6]([C:9]2[CH:10]=[C:11]3[C:16](=[CH:17][CH:18]=2)[N:15]=[CH:14][C:13]([C:19](=[O:23])[CH:20]([CH3:22])[CH3:21])=[C:12]3[NH:24][C@H:25]2[CH2:30][CH2:29][C@H:28]([NH:31]C(=O)OC(C)(C)C)[CH2:27][CH2:26]2)=[CH:5][CH:4]=1)#[N:2].Cl. (4) Given the product [ClH:22].[Cl:22][C:17]1[CH:18]=[CH:19][CH:20]=[CH:21][C:16]=1[C:8]1[CH:9]=[C:10]([F:15])[CH:11]=[C:12]2[C:7]=1[O:6][CH:5]([CH2:4][NH2:1])[CH2:14][CH2:13]2, predict the reactants needed to synthesize it. The reactants are: [N:1]([CH2:4][CH:5]1[CH2:14][CH2:13][C:12]2[C:7](=[C:8]([C:16]3[CH:21]=[CH:20][CH:19]=[CH:18][C:17]=3[Cl:22])[CH:9]=[C:10]([F:15])[CH:11]=2)[O:6]1)=[N+]=[N-].C1(P(C2C=CC=CC=2)C2C=CC=CC=2)C=CC=CC=1.C(OCC)C.Cl. (5) Given the product [Cl:28][C:29]1[S:30][C:31]([CH2:34][N:19]2[C:20]3[C:25](=[CH:24][CH:23]=[C:22]([F:26])[CH:21]=3)[C:17]([CH:14]3[CH2:13][CH2:12][N:11]([CH2:10][C:6]4[CH:5]=[C:4]([CH:9]=[CH:8][CH:7]=4)[C:3]([OH:2])=[O:27])[CH2:16][CH2:15]3)=[CH:18]2)=[CH:32][CH:33]=1, predict the reactants needed to synthesize it. The reactants are: C[O:2][C:3](=[O:27])[C:4]1[CH:9]=[CH:8][CH:7]=[C:6]([CH2:10][N:11]2[CH2:16][CH2:15][CH:14]([C:17]3[C:25]4[C:20](=[CH:21][C:22]([F:26])=[CH:23][CH:24]=4)[NH:19][CH:18]=3)[CH2:13][CH2:12]2)[CH:5]=1.[Cl:28][C:29]1[S:30][C:31]([CH2:34]Cl)=[CH:32][CH:33]=1. (6) Given the product [F:35][C:21]1([F:20])[C:25](=[CH2:26])[CH2:24][N:23]([C:27]([O:29][C:30]([CH3:31])([CH3:33])[CH3:32])=[O:28])[C:22]1([C:19]1[C:14]([F:13])=[N:15][CH:16]=[CH:17][CH:18]=1)[OH:34], predict the reactants needed to synthesize it. The reactants are: C(NC(C)C)(C)C.C([Li])CCC.[F:13][C:14]1[CH:19]=[CH:18][CH:17]=[CH:16][N:15]=1.[F:20][C:21]1([F:35])[C:25](=[CH2:26])[CH2:24][N:23]([C:27]([O:29][C:30]([CH3:33])([CH3:32])[CH3:31])=[O:28])[C:22]1=[O:34].[Cl-].[NH4+]. (7) Given the product [CH2:1]([O:8][C:9]1[CH:18]=[CH:17][C:16]([NH:19][S:29]([C:24]2[CH:25]=[CH:26][CH:27]=[CH:28][C:23]=2[N+:20]([O-:22])=[O:21])(=[O:30])=[O:31])=[C:15]2[C:10]=1[CH:11]=[CH:12][CH:13]=[N:14]2)[C:2]1[CH:3]=[CH:4][CH:5]=[CH:6][CH:7]=1, predict the reactants needed to synthesize it. The reactants are: [CH2:1]([O:8][C:9]1[CH:18]=[CH:17][C:16]([NH2:19])=[C:15]2[C:10]=1[CH:11]=[CH:12][CH:13]=[N:14]2)[C:2]1[CH:7]=[CH:6][CH:5]=[CH:4][CH:3]=1.[N+:20]([C:23]1[CH:28]=[CH:27][CH:26]=[CH:25][C:24]=1[S:29](Cl)(=[O:31])=[O:30])([O-:22])=[O:21]. (8) Given the product [C:18](=[O:29])([O:19][C:20]1[CH:21]=[CH:22][C:23]([N+:26]([O-:28])=[O:27])=[CH:24][CH:25]=1)[O:7][C:8]1[CH:9]=[CH:10][C:11]([NH:14][C:15](=[O:17])[CH3:16])=[CH:12][CH:13]=1, predict the reactants needed to synthesize it. The reactants are: N1C=CC=CC=1.[OH:7][C:8]1[CH:13]=[CH:12][C:11]([NH:14][C:15](=[O:17])[CH3:16])=[CH:10][CH:9]=1.[C:18](Cl)(=[O:29])[O:19][C:20]1[CH:25]=[CH:24][C:23]([N+:26]([O-:28])=[O:27])=[CH:22][CH:21]=1.O. (9) Given the product [Cl:1][C:2]1[CH:7]=[CH:6][C:5]([CH:8]=[O:9])=[CH:4][C:3]=1[O:10][CH2:11][CH3:12], predict the reactants needed to synthesize it. The reactants are: [Cl:1][C:2]1[CH:7]=[CH:6][C:5]([CH2:8][OH:9])=[CH:4][C:3]=1[O:10][CH2:11][CH3:12].C1C=C[NH+]=CC=1.[O-][Cr](Cl)(=O)=O. (10) The reactants are: CON(C)[C:4](=[O:20])[C:5]1[CH:10]=[CH:9][C:8]([C:11]([F:14])([F:13])[F:12])=[N:7][C:6]=1[CH2:15][CH2:16][CH2:17][O:18][CH3:19].[H-].[H-].[H-].[H-].[Li+].[Al+3]. Given the product [CH3:19][O:18][CH2:17][CH2:16][CH2:15][C:6]1[C:5]([CH:4]=[O:20])=[CH:10][CH:9]=[C:8]([C:11]([F:12])([F:14])[F:13])[N:7]=1, predict the reactants needed to synthesize it.